This data is from Forward reaction prediction with 1.9M reactions from USPTO patents (1976-2016). The task is: Predict the product of the given reaction. (1) Given the reactants [CH2:1]([O:3][C:4]([C:6]1([C:9]2[CH:14]=[CH:13][C:12]([C:15]3[CH:20]=[CH:19][C:18]([C:21]4[O:25][N:24]=[C:23]([CH3:26])[C:22]=4[NH:27][C:28]4[CH:33]=[CH:32][CH:31]=[C:30](Br)[N:29]=4)=[CH:17][CH:16]=3)=[CH:11][CH:10]=2)[CH2:8][CH2:7]1)=[O:5])[CH3:2].[Cl:35][C:36]1[CH:37]=[C:38](B(O)O)[CH:39]=[C:40]([F:42])[CH:41]=1, predict the reaction product. The product is: [CH2:1]([O:3][C:4]([C:6]1([C:9]2[CH:14]=[CH:13][C:12]([C:15]3[CH:20]=[CH:19][C:18]([C:21]4[O:25][N:24]=[C:23]([CH3:26])[C:22]=4[NH:27][C:28]4[CH:33]=[CH:32][CH:31]=[C:30]([C:38]5[CH:39]=[C:40]([F:42])[CH:41]=[C:36]([Cl:35])[CH:37]=5)[N:29]=4)=[CH:17][CH:16]=3)=[CH:11][CH:10]=2)[CH2:8][CH2:7]1)=[O:5])[CH3:2]. (2) Given the reactants [CH3:1][C@@H:2]1[CH2:30][N:29](C(OC(C)(C)C)=O)[C:6]2[C:7]3[C:8]4[CH:9]=[CH:10][C:11]([NH:18][C:19]5[CH:24]=[CH:23][N:22]=[C:21]([S:25]([CH3:28])(=[O:27])=[O:26])[N:20]=5)=[N:12][C:13]=4[CH:14]=[CH:15][C:16]=3[S:17][C:5]=2[C:4](=[O:38])[NH:3]1, predict the reaction product. The product is: [CH3:1][C@@H:2]1[CH2:30][NH:29][C:6]2[C:7]3[C:8]4[CH:9]=[CH:10][C:11]([NH:18][C:19]5[CH:24]=[CH:23][N:22]=[C:21]([S:25]([CH3:28])(=[O:27])=[O:26])[N:20]=5)=[N:12][C:13]=4[CH:14]=[CH:15][C:16]=3[S:17][C:5]=2[C:4](=[O:38])[NH:3]1. (3) Given the reactants [Cl:1][C:2]1[C:7]([C:8]2[CH:13]=[C:12]([S:14]([CH2:17][CH3:18])(=[O:16])=[O:15])[CH:11]=[CH:10][C:9]=2[O:19][C:20]2[CH:25]=[CH:24][CH:23]=[CH:22][C:21]=2I)=[CH:6][N:5]([CH3:27])[C:4](=[O:28])[CH:3]=1.[CH2:29]([OH:33])[CH2:30][C:31]#[CH:32].C(N(CC)CC)C, predict the reaction product. The product is: [Cl:1][C:2]1[C:7]([C:8]2[CH:13]=[C:12]([S:14]([CH2:17][CH3:18])(=[O:16])=[O:15])[CH:11]=[CH:10][C:9]=2[O:19][C:20]2[CH:25]=[CH:24][CH:23]=[CH:22][C:21]=2[C:32]#[C:31][CH2:30][CH2:29][OH:33])=[CH:6][N:5]([CH3:27])[C:4](=[O:28])[CH:3]=1. (4) Given the reactants Cl.[Cl:2][C:3]1[CH:4]=[C:5]2[C:10](=[CH:11][CH:12]=1)[CH:9]=[C:8]([S:13]([N:16]1[CH2:21][CH2:20][NH:19][CH2:18][CH2:17]1)(=[O:15])=[O:14])[CH:7]=[CH:6]2.Cl[C:23]1[CH:24]=[CH:25][C:26]2[N:27]([C:29]([C:32]([F:35])([F:34])[F:33])=[N:30][N:31]=2)[N:28]=1, predict the reaction product. The product is: [Cl:2][C:3]1[CH:4]=[C:5]2[C:10](=[CH:11][CH:12]=1)[CH:9]=[C:8]([S:13]([N:16]1[CH2:17][CH2:18][N:19]([C:23]3[CH:24]=[CH:25][C:26]4[N:27]([C:29]([C:32]([F:33])([F:35])[F:34])=[N:30][N:31]=4)[N:28]=3)[CH2:20][CH2:21]1)(=[O:14])=[O:15])[CH:7]=[CH:6]2. (5) Given the reactants [Cl:1][C:2]1[CH:3]=[C:4]([C:12]2[S:13][C:14]([C:17]3[CH:22]=[C:21]([F:23])[CH:20]=[C:19](/[CH:24]=[CH:25]/[O:26]C)[C:18]=3[O:28][CH3:29])=[CH:15][N:16]=2)[CH:5]=[CH:6][C:7]=1[O:8][CH:9]([CH3:11])[CH3:10].Cl, predict the reaction product. The product is: [Cl:1][C:2]1[CH:3]=[C:4]([C:12]2[S:13][C:14]([C:17]3[C:18]([O:28][CH3:29])=[C:19]([CH2:24][CH:25]=[O:26])[CH:20]=[C:21]([F:23])[CH:22]=3)=[CH:15][N:16]=2)[CH:5]=[CH:6][C:7]=1[O:8][CH:9]([CH3:11])[CH3:10]. (6) The product is: [CH2:46]([O:48][C:49]1[N:16]([C:17]2[C:18]([CH3:45])=[C:19]([CH:42]=[CH:43][CH:44]=2)[CH2:20][N:21]([C:36](=[O:41])[C:37]([F:39])([F:38])[F:40])[C:22]2[CH:35]=[CH:34][C:25]3[C@H:26]([CH2:29][C:30]([O:32][CH3:33])=[O:31])[CH2:27][O:28][C:24]=3[CH:23]=2)[C:3]2[CH:4]=[CH:5][CH:6]=[C:7]([OH:61])[C:2]=2[N:1]=1)[CH3:47]. Given the reactants [NH2:1][C:2]1[C:7](OCC2C=CC=CC=2)=[CH:6][CH:5]=[CH:4][C:3]=1[NH:16][C:17]1[C:18]([CH3:45])=[C:19]([CH:42]=[CH:43][CH:44]=1)[CH2:20][N:21]([C:36](=[O:41])[C:37]([F:40])([F:39])[F:38])[C:22]1[CH:35]=[CH:34][C:25]2[C@H:26]([CH2:29][C:30]([O:32][CH3:33])=[O:31])[CH2:27][O:28][C:24]=2[CH:23]=1.[CH2:46]([O:48][C:49](OCC)(OCC)OCC)[CH3:47].C(O)(=[O:61])C, predict the reaction product. (7) Given the reactants [CH3:1][O:2][C:3]1[CH:4]=[C:5]2[C:10](=[CH:11][CH:12]=1)[C:9]([CH3:17])([C:13]([F:16])([F:15])[F:14])[O:8][CH2:7][CH2:6]2.O.[C:19]([O:23]C)(C)(C)C, predict the reaction product. The product is: [CH3:1][O:2][C:3]1[CH:4]=[C:5]2[C:10](=[CH:11][C:12]=1[CH:19]=[O:23])[C:9]([CH3:17])([C:13]([F:16])([F:14])[F:15])[O:8][CH2:7][CH2:6]2.